Dataset: NCI-60 drug combinations with 297,098 pairs across 59 cell lines. Task: Regression. Given two drug SMILES strings and cell line genomic features, predict the synergy score measuring deviation from expected non-interaction effect. Drug 1: C1CCN(CC1)CCOC2=CC=C(C=C2)C(=O)C3=C(SC4=C3C=CC(=C4)O)C5=CC=C(C=C5)O. Drug 2: CC(C)(C#N)C1=CC(=CC(=C1)CN2C=NC=N2)C(C)(C)C#N. Cell line: OVCAR-5. Synergy scores: CSS=-5.39, Synergy_ZIP=2.01, Synergy_Bliss=0.871, Synergy_Loewe=-3.65, Synergy_HSA=-3.25.